This data is from Catalyst prediction with 721,799 reactions and 888 catalyst types from USPTO. The task is: Predict which catalyst facilitates the given reaction. (1) Reactant: [CH2:1]1[C:10]2[C:5](=[CH:6][CH:7]=[CH:8][CH:9]=2)[CH2:4][CH2:3][N:2]1[NH2:11].Cl[C:13]([O:15][C:16]1[CH:21]=[CH:20][C:19]([CH3:22])=[CH:18][CH:17]=1)=[O:14].N1C=CC=CC=1.ClCCl. Product: [C:19]1([CH3:22])[CH:20]=[CH:21][C:16]([O:15][C:13](=[O:14])[NH:11][N:2]2[CH2:3][CH2:4][C:5]3[C:10](=[CH:9][CH:8]=[CH:7][CH:6]=3)[CH2:1]2)=[CH:17][CH:18]=1. The catalyst class is: 28. (2) Reactant: [CH2:1]([O:3][CH2:4][C:5]1[CH:6]=[CH:7][C:8]([CH3:15])=[C:9]([NH:11][C:12](=[O:14])C)[CH:10]=1)[CH3:2].[H-].[Na+].ClC1O[C:21]([C:24]2[CH:29]=[CH:28][N:27]=[C:26]([Cl:30])[CH:25]=2)=[CH:22][N:23]=1. Product: [Cl:30][C:26]1[CH:25]=[C:24]([C:21]2[O:14][C:12]([NH:11][C:9]3[CH:10]=[C:5]([CH2:4][O:3][CH2:1][CH3:2])[CH:6]=[CH:7][C:8]=3[CH3:15])=[N:23][CH:22]=2)[CH:29]=[CH:28][N:27]=1. The catalyst class is: 3.